Dataset: Full USPTO retrosynthesis dataset with 1.9M reactions from patents (1976-2016). Task: Predict the reactants needed to synthesize the given product. (1) Given the product [CH2:28]([O:1][C:2]1[CH:7]=[CH:6][C:5]2[CH2:8][O:9][C@@H:10]3[C@@H:14]([C:4]=2[CH:3]=1)[CH2:13][NH:12][CH2:11]3)[C:29]1[CH:34]=[CH:33][CH:32]=[CH:31][CH:30]=1, predict the reactants needed to synthesize it. The reactants are: [OH:1][C:2]1[CH:7]=[CH:6][C:5]2[CH2:8][O:9][C@@H:10]3[C@@H:14]([C:4]=2[CH:3]=1)[CH2:13][N:12](C(OC(C)(C)C)=O)[CH2:11]3.C(=O)([O-])[O-].[K+].[K+].[CH2:28](Br)[C:29]1[CH:34]=[CH:33][CH:32]=[CH:31][CH:30]=1.C(NCC)C. (2) The reactants are: [Cl:1][C:2]1[CH:7]=[CH:6][N:5]=[C:4]2[CH:8]=[CH:9][S:10][C:3]=12.[Li]CCCC.Br[C:17]1[N:22]=[CH:21][C:20]([CH2:23][N:24]2[CH2:28][CH2:27][O:26][C:25]2=[O:29])=[CH:19][CH:18]=1. Given the product [Cl:1][C:2]1[CH:7]=[CH:6][N:5]=[C:4]2[CH:8]=[C:9]([C:17]3[N:22]=[CH:21][C:20]([CH2:23][N:24]4[CH2:28][CH2:27][O:26][C:25]4=[O:29])=[CH:19][CH:18]=3)[S:10][C:3]=12, predict the reactants needed to synthesize it.